This data is from Reaction yield outcomes from USPTO patents with 853,638 reactions. The task is: Predict the reaction yield, written as a fraction of the theoretical maximum amount of product (1.0 means a 100% yield; for example, 0.34 means a 34% yield). (1) The reactants are [C:1]([N:5]1[C:9]([C:10]2[CH:15]=[CH:14][C:13]([O:16][CH3:17])=[CH:12][CH:11]=2)=[C:8]([C:18]2[S:19][CH:20]=[C:21]([CH2:23][C:24]([O:26]CC)=[O:25])[N:22]=2)[CH:7]=[N:6]1)([CH3:4])([CH3:3])[CH3:2].[OH-].[Na+]. The catalyst is C(O)C.C1COCC1. The product is [C:1]([N:5]1[C:9]([C:10]2[CH:11]=[CH:12][C:13]([O:16][CH3:17])=[CH:14][CH:15]=2)=[C:8]([C:18]2[S:19][CH:20]=[C:21]([CH2:23][C:24]([OH:26])=[O:25])[N:22]=2)[CH:7]=[N:6]1)([CH3:4])([CH3:2])[CH3:3]. The yield is 0.910. (2) The reactants are C[O:2][C:3]([C:5]1[N:10]=[C:9]([C:11]2[CH:16]=[CH:15][C:14]([Cl:17])=[CH:13][CH:12]=2)[C:8]([O:18][CH2:19][C:20]([F:23])([F:22])[F:21])=[CH:7][N:6]=1)=[O:4].[Li+].[OH-].Cl. The catalyst is C1COCC1.O. The product is [Cl:17][C:14]1[CH:15]=[CH:16][C:11]([C:9]2[C:8]([O:18][CH2:19][C:20]([F:23])([F:22])[F:21])=[CH:7][N:6]=[C:5]([C:3]([OH:4])=[O:2])[N:10]=2)=[CH:12][CH:13]=1. The yield is 0.967. (3) The reactants are [Cl-].O[NH3+:3].[C:4](=[O:7])([O-])[OH:5].[Na+].CS(C)=O.[CH2:13]([C:17]1[N:22]2[N:23]=[CH:24][N:25]=[C:21]2[N:20]([CH:26]2[CH2:31][CH2:30][CH:29]([O:32][CH3:33])[CH2:28][CH2:27]2)[C:19](=[O:34])[C:18]=1[CH2:35][C:36]1[CH:41]=[CH:40][C:39]([C:42]2[C:43]([C:48]#[N:49])=[CH:44][CH:45]=[CH:46][CH:47]=2)=[CH:38][CH:37]=1)[CH2:14][CH2:15][CH3:16]. The catalyst is C(OCC)(=O)C. The product is [CH2:13]([C:17]1[N:22]2[N:23]=[CH:24][N:25]=[C:21]2[N:20]([CH:26]2[CH2:31][CH2:30][CH:29]([O:32][CH3:33])[CH2:28][CH2:27]2)[C:19](=[O:34])[C:18]=1[CH2:35][C:36]1[CH:41]=[CH:40][C:39]([C:42]2[CH:47]=[CH:46][CH:45]=[CH:44][C:43]=2[C:48]2[NH:3][C:4](=[O:7])[O:5][N:49]=2)=[CH:38][CH:37]=1)[CH2:14][CH2:15][CH3:16]. The yield is 0.390. (4) The reactants are C(C1C=CC=CC=1N[N:11]=[C:12]([C:15]#[N:16])[C:13]#[N:14])(C)C.[CH:17]([C:20]1[CH:26]=[CH:25][CH:24]=[CH:23][C:21]=1[NH2:22])([CH3:19])[CH3:18].C(#N)CC#N.O.[NH2:33][NH2:34]. No catalyst specified. The yield is 0.730. The product is [CH:17]([C:20]1[CH:26]=[CH:25][CH:24]=[CH:23][C:21]=1[NH:22][N:11]=[C:12]1[C:13]([NH2:14])=[N:34][N:33]=[C:15]1[NH2:16])([CH3:19])[CH3:18]. (5) The reactants are Cl[C:2]1[C:7]([N+:8]([O-:10])=[O:9])=[CH:6][CH:5]=[C:4]([Cl:11])[N:3]=1.[O:12]1[CH2:17][CH2:16][CH:15]([NH2:18])[CH2:14][CH2:13]1. No catalyst specified. The product is [Cl:11][C:4]1[N:3]=[C:2]([NH:18][CH:15]2[CH2:16][CH2:17][O:12][CH2:13][CH2:14]2)[C:7]([N+:8]([O-:10])=[O:9])=[CH:6][CH:5]=1. The yield is 0.650. (6) The reactants are [CH3:1][C:2]1[CH:11]=[CH:10][C:9]2[C:4](=[CH:5][CH:6]=[CH:7][C:8]=2[N:12]2[CH2:17][CH2:16][N:15](C(OC(C)(C)C)=O)[CH2:14][CH2:13]2)[N:3]=1.FC(F)(F)C(O)=O. The catalyst is ClCCl. The product is [CH3:1][C:2]1[CH:11]=[CH:10][C:9]2[C:4](=[CH:5][CH:6]=[CH:7][C:8]=2[N:12]2[CH2:17][CH2:16][NH:15][CH2:14][CH2:13]2)[N:3]=1. The yield is 0.960. (7) The reactants are [F:1][C:2]1[CH:7]=[CH:6][CH:5]=[C:4]([F:8])[C:3]=1[N:9]1[C:14]2[N:15]=[C:16](S(C)=O)[N:17]=[C:18]([C:19]3[CH:20]=[C:21]([CH:28]=[CH:29][C:30]=3[CH3:31])[C:22]([NH:24][CH:25]([CH3:27])[CH3:26])=[O:23])[C:13]=2[CH2:12][NH:11][C:10]1=[O:35].[N:36]1([CH:42]2[CH2:47][CH2:46][NH:45][CH2:44][CH2:43]2)[CH2:41][CH2:40][CH2:39][CH2:38][CH2:37]1. The product is [N:36]1([CH:42]2[CH2:47][CH2:46][N:45]([C:16]3[N:17]=[C:18]([C:19]4[CH:20]=[C:21]([CH:28]=[CH:29][C:30]=4[CH3:31])[C:22]([NH:24][CH:25]([CH3:27])[CH3:26])=[O:23])[C:13]4[CH2:12][NH:11][C:10](=[O:35])[N:9]([C:3]5[C:2]([F:1])=[CH:7][CH:6]=[CH:5][C:4]=5[F:8])[C:14]=4[N:15]=3)[CH2:44][CH2:43]2)[CH2:41][CH2:40][CH2:39][CH2:38][CH2:37]1. The yield is 0.190. The catalyst is C(Cl)Cl. (8) The reactants are [CH:1]1([C:4]([N:6]2[C:15]3[C:10](=[C:11]([O:24][C:25]4[CH:30]=[CH:29][CH:28]=[CH:27][CH:26]=4)[C:12]([N:16]4[CH:20]=[C:19]([N+:21]([O-])=O)[CH:18]=[N:17]4)=[CH:13][CH:14]=3)[CH2:9][CH2:8][C@@H:7]2[CH3:31])=[O:5])[CH2:3][CH2:2]1.[Cl-].[NH4+].O1CCCC1.C(O)C. The catalyst is [Fe].O. The product is [NH2:21][C:19]1[CH:18]=[N:17][N:16]([C:12]2[C:11]([O:24][C:25]3[CH:26]=[CH:27][CH:28]=[CH:29][CH:30]=3)=[C:10]3[C:15](=[CH:14][CH:13]=2)[N:6]([C:4]([CH:1]2[CH2:2][CH2:3]2)=[O:5])[C@@H:7]([CH3:31])[CH2:8][CH2:9]3)[CH:20]=1. The yield is 0.810. (9) The reactants are [F:1][C:2]([F:21])([F:20])[C:3]1[CH:4]=[C:5]([CH:17]=[CH:18][CH:19]=1)[CH2:6][C:7]1[CH:8]=[C:9]([CH:14]=[CH:15][N:16]=1)[C:10]([O:12][CH3:13])=[O:11]. The product is [F:20][C:2]([F:1])([F:21])[C:3]1[CH:4]=[C:5]([CH:17]=[CH:18][CH:19]=1)[CH2:6][CH:7]1[CH2:8][CH:9]([C:10]([O:12][CH3:13])=[O:11])[CH2:14][CH2:15][NH:16]1. The yield is 1.10. The catalyst is [Pt](=O)=O.C(O)(=O)C.